This data is from Full USPTO retrosynthesis dataset with 1.9M reactions from patents (1976-2016). The task is: Predict the reactants needed to synthesize the given product. Given the product [Br:1][C:2]1[CH:33]=[CH:32][C:5]2[C:6]([C:9]3[CH:31]=[CH:30][CH:29]=[CH:28][C:10]=3[CH:11]([NH2:12])[CH2:41][CH:42]3[CH2:44][CH2:43]3)=[N:7][O:8][C:4]=2[CH:3]=1, predict the reactants needed to synthesize it. The reactants are: [Br:1][C:2]1[CH:33]=[CH:32][C:5]2[C:6]([C:9]3[CH:31]=[CH:30][CH:29]=[CH:28][C:10]=3/[CH:11]=[N:12]/C(C3C=CC(F)=CC=3)C3C=CC(F)=CC=3)=[N:7][O:8][C:4]=2[CH:3]=1.CC(C)([O-])C.[K+].I[CH2:41][CH:42]1[CH2:44][CH2:43]1.Cl.